Dataset: CYP2C9 inhibition data for predicting drug metabolism from PubChem BioAssay. Task: Regression/Classification. Given a drug SMILES string, predict its absorption, distribution, metabolism, or excretion properties. Task type varies by dataset: regression for continuous measurements (e.g., permeability, clearance, half-life) or binary classification for categorical outcomes (e.g., BBB penetration, CYP inhibition). Dataset: cyp2c9_veith. (1) The molecule is C#C[C@]1(O)CC[C@@H]2[C@H]3CCC4=Cc5oncc5C[C@]4(C)[C@@H]3CC[C@@]21C. The result is 1 (inhibitor). (2) The molecule is Cc1ccc(C(C)C)n1C(=O)OC(C)(C)C. The result is 0 (non-inhibitor).